Dataset: Peptide-MHC class I binding affinity with 185,985 pairs from IEDB/IMGT. Task: Regression. Given a peptide amino acid sequence and an MHC pseudo amino acid sequence, predict their binding affinity value. This is MHC class I binding data. (1) The peptide sequence is ADILLHSTY. The MHC is Mamu-B01 with pseudo-sequence Mamu-B01. The binding affinity (normalized) is 0. (2) The peptide sequence is LQIVRFTDY. The MHC is HLA-A11:01 with pseudo-sequence HLA-A11:01. The binding affinity (normalized) is 0.0847. (3) The peptide sequence is KAFSPEVIPMF. The MHC is HLA-B57:03 with pseudo-sequence HLA-B57:03. The binding affinity (normalized) is 0.923. (4) The peptide sequence is AAGLPAIFV. The MHC is HLA-A01:01 with pseudo-sequence HLA-A01:01. The binding affinity (normalized) is 0.0847. (5) The MHC is HLA-A03:01 with pseudo-sequence HLA-A03:01. The peptide sequence is AVVLASLIYR. The binding affinity (normalized) is 0.720. (6) The peptide sequence is RPKPDYSAM. The MHC is HLA-A02:03 with pseudo-sequence HLA-A02:03. The binding affinity (normalized) is 0.0847.